This data is from Forward reaction prediction with 1.9M reactions from USPTO patents (1976-2016). The task is: Predict the product of the given reaction. (1) The product is: [S:72]([C:11]1[CH:16]=[CH:15][C:14]([CH3:17])=[CH:13][CH:12]=1)([OH:74])(=[O:76])=[O:73].[Cl:2][C:3]1[CH:4]=[C:5]([CH:24]=[CH:25][C:26]=1[O:27][CH2:28][C:29]1[CH:34]=[CH:33][CH:32]=[C:31]([F:35])[CH:30]=1)[NH:6][C:7]1[C:16]2[C:11](=[CH:12][CH:13]=[C:14]([C:17]3[O:21][C:20]([CH:22]=[O:23])=[CH:19][CH:18]=3)[CH:15]=2)[N:10]=[CH:9][N:8]=1. Given the reactants Cl.[Cl:2][C:3]1[CH:4]=[C:5]([CH:24]=[CH:25][C:26]=1[O:27][CH2:28][C:29]1[CH:34]=[CH:33][CH:32]=[C:31]([F:35])[CH:30]=1)[NH:6][C:7]1[C:16]2[C:11](=[CH:12][CH:13]=[C:14]([C:17]3[O:21][C:20]([CH:22]=[O:23])=[CH:19][CH:18]=3)[CH:15]=2)[N:10]=[CH:9][N:8]=1.ClC1C=C(NC2C3C(=CC=C(C4OC(CNCC[S:72](C)(=[O:74])=[O:73])=CC=4)C=3)N=CN=2)C=CC=1OCC1C=CC=C(F)C=1.[OH-:76].[Na+], predict the reaction product. (2) Given the reactants Cl.Cl[CH2:3][C:4]1[C:9]([CH3:10])=[C:8]([O:11][CH3:12])[C:7]([CH3:13])=[CH:6][N:5]=1.[CH3:14][O:15][C:16](=[O:42])[CH2:17][O:18][C:19]1[CH:24]=[C:23]([CH3:25])[C:22]([S:26]([C:29]2[C:37]3[NH:36][C:35]([SH:38])=[N:34][C:33]=3[CH:32]=[CH:31][C:30]=2[O:39][CH3:40])(=[O:28])=[O:27])=[C:21]([CH3:41])[CH:20]=1.C(=O)([O-])[O-].[K+].[K+].Cl, predict the reaction product. The product is: [CH3:14][O:15][C:16](=[O:42])[CH2:17][O:18][C:19]1[CH:20]=[C:21]([CH3:41])[C:22]([S:26]([C:29]2[C:37]3[NH:36][C:35]([S:38][CH2:3][C:4]4[C:9]([CH3:10])=[C:8]([O:11][CH3:12])[C:7]([CH3:13])=[CH:6][N:5]=4)=[N:34][C:33]=3[CH:32]=[CH:31][C:30]=2[O:39][CH3:40])(=[O:28])=[O:27])=[C:23]([CH3:25])[CH:24]=1. (3) Given the reactants [Br:1][C:2]1[C:3]([C@@H:19]([NH:29][C:30](=[O:36])[O:31][C:32]([CH3:35])([CH3:34])[CH3:33])[CH2:20][C:21]2[CH:26]=[C:25]([F:27])[CH:24]=[C:23]([F:28])[CH:22]=2)=[N:4][CH:5]=[C:6]([N:8]2C(=O)C3C(=CC=CC=3)C2=O)[CH:7]=1, predict the reaction product. The product is: [NH2:8][C:6]1[CH:7]=[C:2]([Br:1])[C:3]([C@@H:19]([NH:29][C:30](=[O:36])[O:31][C:32]([CH3:33])([CH3:35])[CH3:34])[CH2:20][C:21]2[CH:26]=[C:25]([F:27])[CH:24]=[C:23]([F:28])[CH:22]=2)=[N:4][CH:5]=1. (4) Given the reactants [N:1]([CH2:4][CH:5]1[CH2:8][CH:7]([S:9]([C:12]2[CH:17]=[CH:16][CH:15]=[C:14]([C:18]([F:21])([F:20])[F:19])[CH:13]=2)(=[O:11])=[O:10])[CH2:6]1)=[N+]=[N-], predict the reaction product. The product is: [F:20][C:18]([F:19])([F:21])[C:14]1[CH:13]=[C:12]([S:9]([CH:7]2[CH2:6][CH:5]([CH2:4][NH2:1])[CH2:8]2)(=[O:11])=[O:10])[CH:17]=[CH:16][CH:15]=1. (5) Given the reactants Br[C:2]1[CH:9]=[CH:8][C:5]([NH:6][CH3:7])=[CH:4][CH:3]=1.CC1(C)C(C)(C)OB([C:18]2[CH:19]=[CH:20][C:21]3[S:25][CH:24]=[N:23][C:22]=3[CH:26]=2)O1, predict the reaction product. The product is: [S:25]1[C:21]2[CH:20]=[CH:19][C:18]([C:2]3[CH:9]=[CH:8][C:5]([NH:6][CH3:7])=[CH:4][CH:3]=3)=[CH:26][C:22]=2[N:23]=[CH:24]1.